Dataset: Full USPTO retrosynthesis dataset with 1.9M reactions from patents (1976-2016). Task: Predict the reactants needed to synthesize the given product. (1) Given the product [C:14]([C:13]1[C:7]2[O:6][CH:5]([CH2:4][NH2:1])[CH2:9][C:8]=2[CH:10]=[C:11]([O:18][CH3:19])[CH:12]=1)([CH3:17])([CH3:15])[CH3:16], predict the reactants needed to synthesize it. The reactants are: [N:1]([CH2:4][CH:5]1[CH2:9][C:8]2[CH:10]=[C:11]([O:18][CH3:19])[CH:12]=[C:13]([C:14]([CH3:17])([CH3:16])[CH3:15])[C:7]=2[O:6]1)=[N+]=[N-]. (2) Given the product [CH:8]([C@H:5]1[CH2:4][C@H:3]([OH:21])[C@@H:2]([NH:1][CH2:27][C:26]2[CH:29]=[CH:30][C:23]([OH:22])=[CH:24][CH:25]=2)[CH2:7][O:6]1)([C:9]1[CH:14]=[CH:13][CH:12]=[CH:11][CH:10]=1)[C:15]1[CH:20]=[CH:19][CH:18]=[CH:17][CH:16]=1, predict the reactants needed to synthesize it. The reactants are: [NH2:1][C@H:2]1[CH2:7][O:6][C@@H:5]([CH:8]([C:15]2[CH:20]=[CH:19][CH:18]=[CH:17][CH:16]=2)[C:9]2[CH:14]=[CH:13][CH:12]=[CH:11][CH:10]=2)[CH2:4][C@@H:3]1[OH:21].[OH:22][C:23]1[CH:30]=[CH:29][C:26]([CH:27]=O)=[CH:25][CH:24]=1.C(O)(=O)C.[BH3-]C#N.[Na+]. (3) Given the product [Cl:1][C:2]1[CH:17]=[CH:16][C:5]2[S:6][C:7]([C:13]([Cl:22])=[O:14])=[C:8]([C:9]([F:12])([F:11])[F:10])[C:4]=2[CH:3]=1, predict the reactants needed to synthesize it. The reactants are: [Cl:1][C:2]1[CH:17]=[CH:16][C:5]2[S:6][C:7]([C:13](O)=[O:14])=[C:8]([C:9]([F:12])([F:11])[F:10])[C:4]=2[CH:3]=1.C(Cl)(C([Cl:22])=O)=O. (4) Given the product [F:14][C:15]1[C:16]([C:21]([O:23][CH3:1])=[O:22])=[N:17][CH:18]=[CH:19][CH:20]=1, predict the reactants needed to synthesize it. The reactants are: [CH3:1]CCCCC.C[Si](C=[N+]=[N-])(C)C.[F:14][C:15]1[C:16]([C:21]([OH:23])=[O:22])=[N:17][CH:18]=[CH:19][CH:20]=1. (5) Given the product [CH:1]1([C:7]2[C:8]3[CH:9]=[CH:10][C:11]([C:40]([NH:61][S:58]([CH:55]4[CH2:57][CH2:56]4)(=[O:60])=[O:59])=[O:42])=[CH:12][C:13]=3[N:14]3[CH2:20][C:19]([C:21]4[O:25][CH:24]=[N:23][C:22]=4[C:26]([N:28]4[CH2:29][CH2:30][O:31][CH2:32][CH2:33]4)=[O:27])=[CH:18][C:17]4[CH:34]=[C:35]([O:38][CH3:39])[CH:36]=[CH:37][C:16]=4[C:15]=23)[CH2:6][CH2:5][CH2:4][CH2:3][CH2:2]1, predict the reactants needed to synthesize it. The reactants are: [CH:1]1([C:7]2[C:8]3[CH:9]=[CH:10][C:11]([C:40]([OH:42])=O)=[CH:12][C:13]=3[N:14]3[CH2:20][C:19]([C:21]4[O:25][CH:24]=[N:23][C:22]=4[C:26]([N:28]4[CH2:33][CH2:32][O:31][CH2:30][CH2:29]4)=[O:27])=[CH:18][C:17]4[CH:34]=[C:35]([O:38][CH3:39])[CH:36]=[CH:37][C:16]=4[C:15]=23)[CH2:6][CH2:5][CH2:4][CH2:3][CH2:2]1.C1N=CN(C(N2C=NC=C2)=O)C=1.[CH:55]1([S:58]([NH2:61])(=[O:60])=[O:59])[CH2:57][CH2:56]1.C1CCN2C(=NCCC2)CC1. (6) Given the product [Cl:1][C:2]1[CH:7]=[CH:6][C:5]([C:8]2[CH2:13][CH2:12][N:11]([CH2:14][CH2:15][CH2:16][NH2:17])[CH2:10][CH:9]=2)=[CH:4][CH:3]=1, predict the reactants needed to synthesize it. The reactants are: [Cl:1][C:2]1[CH:7]=[CH:6][C:5]([C:8]2[CH2:9][CH2:10][N:11]([CH2:14][CH2:15][CH2:16][NH:17]C(=O)C(F)(F)F)[CH2:12][CH:13]=2)=[CH:4][CH:3]=1.[OH-].[K+].